From a dataset of Catalyst prediction with 721,799 reactions and 888 catalyst types from USPTO. Predict which catalyst facilitates the given reaction. (1) Reactant: C(O[C:4](=O)[CH2:5][CH2:6][NH:7][C:8]1[CH:13]=[C:12](C)[CH:11]=[C:10]([CH3:15])[CH:9]=1)C.[H-].[H-].[H-].[H-].[Li+].[Al+3].[OH2:23].C(Cl)Cl.[CH3:27]O. Product: [CH3:27][CH2:4][CH2:5][CH:6]([NH:7][C:8]1[CH:9]=[C:10]([CH3:15])[CH:11]=[CH:12][CH:13]=1)[OH:23]. The catalyst class is: 7. (2) Reactant: [CH3:1][S:2][C:3]1[CH:9]=[CH:8][C:6]([NH2:7])=[CH:5][CH:4]=1.[C:10](OCC)(=[O:16])[C:11](OCC)=[O:12].Cl. Product: [CH3:1][S:2][C:3]1[CH:9]=[C:8]2[C:6](=[CH:5][CH:4]=1)[NH:7][C:11](=[O:12])[C:10]2=[O:16]. The catalyst class is: 15. (3) Reactant: [O:1]=[C:2]1[CH2:9][CH:8]2[CH:4]([CH2:5][C:6](C(OCC)=O)([C:10]([O:12][C:13](C)(C)[CH3:14])=[O:11])[CH2:7]2)[CH2:3]1.C(O)(C(F)(F)F)=O. Product: [O:1]=[C:2]1[CH2:3][CH:4]2[CH:8]([CH2:7][CH:6]([C:10]([O:12][CH2:13][CH3:14])=[O:11])[CH2:5]2)[CH2:9]1. The catalyst class is: 2. (4) Reactant: [C:1]([O:5][C:6]([N:8]1[C@H:12]([C:13](=[O:21])[CH2:14]P(OC)(OC)=O)[CH2:11][O:10][C:9]1([CH3:23])[CH3:22])=[O:7])([CH3:4])([CH3:3])[CH3:2].C(=O)([O-])[O-].[K+].[K+].[CH:30](=O)[CH2:31][CH2:32][CH2:33][CH2:34][CH2:35][CH2:36][CH2:37][CH2:38][CH2:39][CH2:40][CH2:41][CH2:42][CH3:43].P(=O)([O-])[O-]. Product: [C:1]([O:5][C:6]([N:8]1[C@H:12]([C:13](=[O:21])[CH:14]=[CH:43][CH2:42][CH2:41][CH2:40][CH2:39][CH2:38][CH2:37][CH2:36][CH2:35][CH2:34][CH2:33][CH2:32][CH2:31][CH3:30])[CH2:11][O:10][C:9]1([CH3:22])[CH3:23])=[O:7])([CH3:2])([CH3:3])[CH3:4]. The catalyst class is: 192. (5) Reactant: [F:1][C:2]1[CH:3]=[C:4]([C@@H:9]([C:14]2[CH:19]=[CH:18][C:17]([S:20]([CH3:23])(=[O:22])=[O:21])=[CH:16][CH:15]=2)[CH2:10][C:11]([OH:13])=O)[CH:5]=[C:6]([F:8])[CH:7]=1.Cl.[CH3:25][NH:26][O:27][CH3:28].CN(C(ON1N=NC2C=CC=NC1=2)=[N+](C)C)C.F[P-](F)(F)(F)(F)F.CCN(C(C)C)C(C)C. Product: [F:8][C:6]1[CH:5]=[C:4]([C@@H:9]([C:14]2[CH:19]=[CH:18][C:17]([S:20]([CH3:23])(=[O:22])=[O:21])=[CH:16][CH:15]=2)[CH2:10][C:11]([N:26]([O:27][CH3:28])[CH3:25])=[O:13])[CH:3]=[C:2]([F:1])[CH:7]=1. The catalyst class is: 46. (6) Reactant: O[C:2]1([C:8]2[CH:13]=[CH:12][C:11]([C:14]3[O:15]CC(C)(C)N=3)=[C:10]([CH3:21])[CH:9]=2)[CH2:7][CH2:6][CH2:5][CH2:4][CH2:3]1.CC1C[O:26]C(C)=N1. The catalyst class is: 15. Product: [C:2]1([C:8]2[CH:13]=[CH:12][C:11]([C:14]([OH:15])=[O:26])=[C:10]([CH3:21])[CH:9]=2)[CH2:3][CH2:4][CH2:5][CH2:6][CH:7]=1. (7) Reactant: Cl.[C:2]([C:4]1[CH:17]=[CH:16][C:7]([CH2:8][N:9]2[CH2:14][CH2:13][NH:12][CH2:11][C:10]2=[O:15])=[CH:6][CH:5]=1)#[N:3].C(N(CC)CC)C.[Cl:25][CH2:26][S:27](Cl)(=[O:29])=[O:28]. Product: [Cl:25][CH2:26][S:27]([N:12]1[CH2:13][CH2:14][N:9]([CH2:8][C:7]2[CH:6]=[CH:5][C:4]([C:2]#[N:3])=[CH:17][CH:16]=2)[C:10](=[O:15])[CH2:11]1)(=[O:29])=[O:28]. The catalyst class is: 4.